Dataset: Reaction yield outcomes from USPTO patents with 853,638 reactions. Task: Predict the reaction yield, written as a fraction of the theoretical maximum amount of product (1.0 means a 100% yield; for example, 0.34 means a 34% yield). The catalyst is C(OCC)(=O)C. The reactants are [Cl-].O[NH3+:3].[C:4](=[O:7])([O-:6])O.[Na+].CS(C)=O.[CH2:13]([C:17]1[N:18]=[C:19]([CH3:45])[N:20]([CH2:39][C:40]([O:42][CH2:43][CH3:44])=[O:41])[C:21](=[O:38])[C:22]=1[CH2:23][C:24]1[CH:29]=[CH:28][C:27]([C:30]2[CH:35]=[CH:34][CH:33]=[CH:32][C:31]=2[C:36]#[N:37])=[CH:26][CH:25]=1)[CH2:14][CH2:15][CH3:16]. The product is [CH2:13]([C:17]1[N:18]=[C:19]([CH3:45])[N:20]([CH2:39][C:40]([O:42][CH2:43][CH3:44])=[O:41])[C:21](=[O:38])[C:22]=1[CH2:23][C:24]1[CH:29]=[CH:28][C:27]([C:30]2[CH:35]=[CH:34][CH:33]=[CH:32][C:31]=2[C:36]2[NH:3][C:4](=[O:7])[O:6][N:37]=2)=[CH:26][CH:25]=1)[CH2:14][CH2:15][CH3:16]. The yield is 0.510.